This data is from Full USPTO retrosynthesis dataset with 1.9M reactions from patents (1976-2016). The task is: Predict the reactants needed to synthesize the given product. (1) Given the product [O:30]1[CH2:31][CH2:32][N:33]([C:36]2[CH:37]=[CH:38][C:39]([NH:40][C:2]3[C:3]4[NH:20][N:19]=[CH:18][C:4]=4[N:5]=[C:6]([C:8]4[CH:9]=[C:10]([CH:15]=[CH:16][CH:17]=4)[C:11]([O:13][CH3:14])=[O:12])[N:7]=3)=[CH:41][CH:42]=2)[CH2:34][CH2:35]1, predict the reactants needed to synthesize it. The reactants are: Cl[C:2]1[C:3]2[C:4](=[CH:18][N:19](CC3C=CC(OC)=CC=3)[N:20]=2)[N:5]=[C:6]([C:8]2[CH:9]=[C:10]([CH:15]=[CH:16][CH:17]=2)[C:11]([O:13][CH3:14])=[O:12])[N:7]=1.[O:30]1[CH2:35][CH2:34][N:33]([C:36]2[CH:42]=[CH:41][C:39]([NH2:40])=[CH:38][CH:37]=2)[CH2:32][CH2:31]1.Cl. (2) Given the product [CH3:19][O:20][C:21]1[C:22]([NH2:36])=[N:23][CH:24]=[C:25]([C:2]2[S:6][C:5]([C:7]3[CH:12]=[CH:11][CH:10]=[CH:9][CH:8]=3)=[N:4][C:3]=2[C:13]2[CH:18]=[CH:17][N:16]=[CH:15][CH:14]=2)[CH:26]=1, predict the reactants needed to synthesize it. The reactants are: Br[C:2]1[S:6][C:5]([C:7]2[CH:12]=[CH:11][CH:10]=[CH:9][CH:8]=2)=[N:4][C:3]=1[C:13]1[CH:18]=[CH:17][N:16]=[CH:15][CH:14]=1.[CH3:19][O:20][C:21]1[C:22]([NH2:36])=[N:23][CH:24]=[C:25](B2OC(C)(C)C(C)(C)O2)[CH:26]=1.C([O-])([O-])=O.[K+].[K+]. (3) Given the product [CH3:1][S:2]([N:5]1[CH2:6][CH:7]=[C:8]([C:11]2[CH:12]=[C:13]3[CH2:27][C:18]4([CH2:19][C:20]5([CH2:21][CH2:22][N:23]([C:29]6[N:34]=[CH:33][C:32]([CH2:35][CH2:36][CH3:37])=[CH:31][N:30]=6)[CH2:24][CH2:25]5)[CH2:26]4)[O:17][C:14]3=[CH:15][N:16]=2)[CH2:9][CH2:10]1)(=[O:4])=[O:3], predict the reactants needed to synthesize it. The reactants are: [CH3:1][S:2]([N:5]1[CH2:10][CH:9]=[C:8]([C:11]2[CH:12]=[C:13]3[CH2:27][C:18]4([CH2:26][C:20]5([CH2:25][CH2:24][NH:23][CH2:22][CH2:21]5)[CH2:19]4)[O:17][C:14]3=[CH:15][N:16]=2)[CH2:7][CH2:6]1)(=[O:4])=[O:3].Cl[C:29]1[N:34]=[CH:33][C:32]([CH2:35][CH2:36][CH3:37])=[CH:31][N:30]=1. (4) Given the product [OH:22][C@@H:19]1[CH2:20][CH2:21][C@@H:16]([NH:15][C:14]2[C:6]3[C:5]4[CH:4]=[CH:3][C:2]([C:30]5[CH:29]=[N:28][N:27]([CH3:26])[CH:31]=5)=[CH:10][C:9]=4[NH:8][C:7]=3[C:11]([C:24]#[N:25])=[CH:12][N:13]=2)[C@H:17]([CH3:23])[CH2:18]1, predict the reactants needed to synthesize it. The reactants are: Cl[C:2]1[CH:3]=[CH:4][C:5]2[C:6]3[C:14]([NH:15][C@@H:16]4[CH2:21][CH2:20][C@@H:19]([OH:22])[CH2:18][C@H:17]4[CH3:23])=[N:13][CH:12]=[C:11]([C:24]#[N:25])[C:7]=3[NH:8][C:9]=2[CH:10]=1.[CH3:26][N:27]1[CH:31]=[C:30](B2OC(C)(C)C(C)(C)O2)[CH:29]=[N:28]1.C1(P(C2CCCCC2)C2CCCCC2)CCCCC1.[O-]P([O-])([O-])=O.[K+].[K+].[K+].